Task: Predict which catalyst facilitates the given reaction.. Dataset: Catalyst prediction with 721,799 reactions and 888 catalyst types from USPTO (1) Reactant: Cl[S:2]([C:5]1[CH:6]=[C:7]([CH:12]=[CH:13][C:14]=1[O:15][CH:16]1[CH2:18][CH2:17]1)[C:8]([O:10][CH3:11])=[O:9])(=[O:4])=[O:3].[O:19]1[CH2:25][CH:24]([OH:26])[CH2:23][NH:22][CH2:21][CH2:20]1. Product: [CH:16]1([O:15][C:14]2[CH:13]=[CH:12][C:7]([C:8]([O:10][CH3:11])=[O:9])=[CH:6][C:5]=2[S:2]([N:22]2[CH2:23][CH:24]([OH:26])[CH2:25][O:19][CH2:20][CH2:21]2)(=[O:4])=[O:3])[CH2:18][CH2:17]1. The catalyst class is: 23. (2) Reactant: [C:1]([C:3]1[CH:4]=[C:5]([CH:9]=[CH:10][C:11]=1[O:12][CH:13]([CH3:15])[CH3:14])[C:6]([OH:8])=O)#[N:2].CCN=C=NCCCN(C)C.C1C=CC2N(O)N=NC=2C=1.[Br:37][C:38]1[C:39]([O:49][CH3:50])=[C:40]([C:45](=[NH:48])[NH:46]O)[CH:41]=[C:42]([F:44])[CH:43]=1.CCCC[N+](CCCC)(CCCC)CCCC.[F-]. Product: [Br:37][C:38]1[C:39]([O:49][CH3:50])=[C:40]([C:45]2[N:46]=[C:6]([C:5]3[CH:9]=[CH:10][C:11]([O:12][CH:13]([CH3:15])[CH3:14])=[C:3]([CH:4]=3)[C:1]#[N:2])[O:8][N:48]=2)[CH:41]=[C:42]([F:44])[CH:43]=1. The catalyst class is: 1.